From a dataset of Forward reaction prediction with 1.9M reactions from USPTO patents (1976-2016). Predict the product of the given reaction. (1) Given the reactants [Cl:1][C:2]1[CH:3]=[C:4]([N:9]2[CH2:15][C@@H:14]3[C@@H:11]([CH2:12][NH:13]3)[CH2:10]2)[CH:5]=[N:6][C:7]=1[Cl:8].[C:16]([OH:28])(=[O:27])[CH2:17][C:18]([CH2:23][C:24]([OH:26])=[O:25])([C:20]([OH:22])=[O:21])[OH:19].O.N, predict the reaction product. The product is: [C:16]([OH:28])(=[O:27])[CH2:17][C:18]([CH2:23][C:24]([OH:26])=[O:25])([C:20]([OH:22])=[O:21])[OH:19].[Cl:1][C:2]1[CH:3]=[C:4]([N:9]2[CH2:15][C@@H:14]3[C@@H:11]([CH2:12][NH:13]3)[CH2:10]2)[CH:5]=[N:6][C:7]=1[Cl:8].[Cl:1][C:2]1[CH:3]=[C:4]([N:9]2[CH2:15][C@@H:14]3[C@@H:11]([CH2:12][NH:13]3)[CH2:10]2)[CH:5]=[N:6][C:7]=1[Cl:8]. (2) Given the reactants [CH3:1][C:2]1[CH:11]=[CH:10][C:9]2[C:4](=[C:5]([OH:12])[CH:6]=[CH:7][CH:8]=2)[N:3]=1.OC1C=CC=C2C=1N=C(C=O)C=C2.CC([O-])=O.[Na+].Cl.[NH2:32][OH:33], predict the reaction product. The product is: [OH:12][C:5]1[CH:6]=[CH:7][CH:8]=[C:9]2[C:4]=1[N:3]=[C:2]([CH:1]=[N:32][OH:33])[CH:11]=[CH:10]2. (3) The product is: [ClH:7].[F:8][C:9]1[CH:10]=[C:11]([NH:12][CH2:5][CH2:4][NH2:3])[CH:13]=[CH:14][CH:15]=1. Given the reactants O1[CH2:5][CH2:4][NH:3]C1=O.[ClH:7].[F:8][C:9]1[CH:10]=[C:11]([CH:13]=[CH:14][CH:15]=1)[NH2:12].C(O)C, predict the reaction product. (4) Given the reactants [CH3:1][CH:2]([CH3:11])[C:3]([C:5]1[CH:10]=[CH:9][CH:8]=[CH:7][CH:6]=1)=O.[C-]#[N:13].[K+].[C:15](=[O:18])([O-])[O-].[NH4+].[NH4+].[C:21]([NH2:24])(=[O:23])C.Cl, predict the reaction product. The product is: [CH:2]([C:3]1([C:5]2[CH:10]=[CH:9][CH:8]=[CH:7][CH:6]=2)[NH:24][C:21](=[O:23])[NH:13][C:15]1=[O:18])([CH3:11])[CH3:1]. (5) The product is: [OH:37][C:26]1[C:25]([CH3:34])=[CH:24][C:32]2=[N:31][C:30](=[O:33])[N:29]=[C:28]2[CH:27]=1. Given the reactants C(OC1C(OC(=O)C)C(OC(=O)C)C(COC(=O)C)OC1[C:24]1[C:32]2[C:28](=[N:29][C:30](=[O:33])[N:31]=2)[CH:27]=[CH:26][C:25]=1[C:34]([O-])=O)(=O)C.[OH-:37].[Na+], predict the reaction product. (6) The product is: [NH2:1][C@@H:4]1[CH2:9][CH2:8][O:7][C@@H:6]([C:10]2[CH:11]=[C:12]([CH:17]=[CH:18][CH:19]=2)[C:13]([O:15][CH3:16])=[O:14])[CH2:5]1. Given the reactants [N:1]([C@@H:4]1[CH2:9][CH2:8][O:7][C@@H:6]([C:10]2[CH:11]=[C:12]([CH:17]=[CH:18][CH:19]=2)[C:13]([O:15][CH3:16])=[O:14])[CH2:5]1)=[N+]=[N-].CO, predict the reaction product. (7) Given the reactants [C:1]1([C:7](=O)[CH2:8][C:9](=O)[CH2:10][CH2:11][CH:12]=[CH2:13])[CH:6]=[CH:5][CH:4]=[CH:3][CH:2]=1.O.[NH2:17][NH2:18], predict the reaction product. The product is: [CH2:10]([C:9]1[NH:18][N:17]=[C:7]([C:1]2[CH:6]=[CH:5][CH:4]=[CH:3][CH:2]=2)[CH:8]=1)[CH2:11][CH:12]=[CH2:13]. (8) Given the reactants [C:1](=[O:4])(O)[OH:2].[NH2:5][NH:6][C:7]([NH2:9])=[NH:8].[C:10](O)(=O)[CH2:11]O.[C:15](=[O:17])=O.[N+]([O-])(O)=O, predict the reaction product. The product is: [C:1]([O:2][CH2:10][C:11]1[N:8]=[C:7]([NH2:9])[NH:6][N:5]=1)(=[O:4])[CH2:15][OH:17]. (9) The product is: [O:26]=[S:23]1(=[O:27])[CH2:24][CH2:25][N:20]([C:2]2[C:10]3[N:9]4[CH2:11][CH2:12][CH2:13][NH:14][C:15](=[O:16])[C:8]4=[C:7]([CH3:17])[C:6]=3[CH:5]=[C:4]([C:18]#[N:19])[CH:3]=2)[CH2:21][CH2:22]1. Given the reactants Br[C:2]1[C:10]2[N:9]3[CH2:11][CH2:12][CH2:13][NH:14][C:15](=[O:16])[C:8]3=[C:7]([CH3:17])[C:6]=2[CH:5]=[C:4]([C:18]#[N:19])[CH:3]=1.[NH:20]1[CH2:25][CH2:24][S:23](=[O:27])(=[O:26])[CH2:22][CH2:21]1, predict the reaction product. (10) Given the reactants [CH3:1][O:2][C:3]1[CH:4]=[C:5]([CH:21]=[CH:22][C:23]=1[O:24][CH3:25])[CH2:6][CH:7]1[C:16]2[C:11](=[CH:12][C:13]([O:19][CH3:20])=[C:14]([O:17][CH3:18])[CH:15]=2)[CH2:10][CH2:9][NH:8]1.Br[CH2:27][C:28](Br)=[O:29].[F:31][C:32]1[CH:39]=[CH:38][CH:37]=[CH:36][C:33]=1[CH2:34][NH2:35], predict the reaction product. The product is: [CH3:1][O:2][C:3]1[CH:4]=[C:5]([CH:21]=[CH:22][C:23]=1[O:24][CH3:25])[CH2:6][CH:7]1[C:16]2[C:11](=[CH:12][C:13]([O:19][CH3:20])=[C:14]([O:17][CH3:18])[CH:15]=2)[CH2:10][CH2:9][N:8]1[CH2:27][C:28]([NH:35][CH2:34][C:33]1[CH:36]=[CH:37][CH:38]=[CH:39][C:32]=1[F:31])=[O:29].